Dataset: Peptide-MHC class I binding affinity with 185,985 pairs from IEDB/IMGT. Task: Regression. Given a peptide amino acid sequence and an MHC pseudo amino acid sequence, predict their binding affinity value. This is MHC class I binding data. (1) The peptide sequence is NFINVELSL. The MHC is Mamu-A07 with pseudo-sequence Mamu-A07. The binding affinity (normalized) is 0. (2) The peptide sequence is KCDELAAKL. The MHC is HLA-A02:06 with pseudo-sequence HLA-A02:06. The binding affinity (normalized) is 0. (3) The peptide sequence is SPADERAVA. The binding affinity (normalized) is 0.555. The MHC is HLA-B35:01 with pseudo-sequence HLA-B35:01. (4) The peptide sequence is ASAKAAAAV. The MHC is HLA-A02:01 with pseudo-sequence HLA-A02:01. The binding affinity (normalized) is 0.426. (5) The peptide sequence is YSQVNPLTL. The MHC is H-2-Db with pseudo-sequence H-2-Db. The binding affinity (normalized) is 0.838. (6) The peptide sequence is HTYHLENDK. The MHC is HLA-A31:01 with pseudo-sequence HLA-A31:01. The binding affinity (normalized) is 0.550. (7) The binding affinity (normalized) is 0. The MHC is HLA-A31:01 with pseudo-sequence HLA-A31:01. The peptide sequence is LVTPSMAMR. (8) The peptide sequence is REIGDISYL. The MHC is HLA-B15:17 with pseudo-sequence HLA-B15:17. The binding affinity (normalized) is 0.0847. (9) The binding affinity (normalized) is 0.0954. The peptide sequence is MVKNNKIQK. The MHC is HLA-B08:01 with pseudo-sequence HLA-B08:01. (10) The peptide sequence is LPWFLDTTI. The MHC is HLA-B27:03 with pseudo-sequence HLA-B27:03. The binding affinity (normalized) is 0.0847.